From a dataset of Reaction yield outcomes from USPTO patents with 853,638 reactions. Predict the reaction yield, written as a fraction of the theoretical maximum amount of product (1.0 means a 100% yield; for example, 0.34 means a 34% yield). (1) The reactants are CC(OC(/N=N/C(OC(C)(C)C)=O)=O)(C)C.[NH:17]1[C:21]2[CH:22]=[CH:23][CH:24]=[CH:25][C:20]=2[N:19]=[N:18]1.[C:26]1(P([C:26]2[CH:31]=CC=[CH:28][CH:27]=2)[C:26]2[CH:31]=CC=[CH:28][CH:27]=2)[CH:31]=CC=[CH:28][CH:27]=1. The catalyst is C(Cl)Cl. The product is [CH2:28]([N:18]1[N:19]=[C:20]2[CH:25]=[CH:24][CH:23]=[CH:22][C:21]2=[N:17]1)[CH2:27][C:26]#[CH:31]. The yield is 0.250. (2) The reactants are [CH3:1][O:2][C:3]([C:5]1[CH:15]=[C:14]([OH:16])[C:8]2[CH2:9][C:10]([CH3:13])([CH3:12])[O:11][C:7]=2[CH:6]=1)=[O:4].[F:17][C:18]1[CH:19]=[C:20](B(O)O)[CH:21]=[C:22]([F:24])[CH:23]=1.CCN(CC)CC. The catalyst is C(Cl)Cl.CC([O-])=O.CC([O-])=O.[Cu+2]. The product is [CH3:1][O:2][C:3]([C:5]1[CH:15]=[C:14]([O:16][C:20]2[CH:19]=[C:18]([F:17])[CH:23]=[C:22]([F:24])[CH:21]=2)[C:8]2[CH2:9][C:10]([CH3:13])([CH3:12])[O:11][C:7]=2[CH:6]=1)=[O:4]. The yield is 0.266. (3) The reactants are [F:1][C:2]1[CH:3]=[C:4]([NH:13][S:14]([C:17]2[CH:25]=[CH:24][C:20]([C:21]([OH:23])=O)=[CH:19][CH:18]=2)(=[O:16])=[O:15])[CH:5]=[C:6]([F:12])[C:7]=1[C:8]([O:10][CH3:11])=[O:9].S(Cl)(Cl)=O.Cl.[CH2:31]([NH2:33])[CH3:32]. The catalyst is C(N(CC)CC)C. The product is [CH2:31]([NH:33][C:21]([C:20]1[CH:19]=[CH:18][C:17]([S:14]([NH:13][C:4]2[CH:3]=[C:2]([F:1])[C:7]([C:8]([O:10][CH3:11])=[O:9])=[C:6]([F:12])[CH:5]=2)(=[O:15])=[O:16])=[CH:25][CH:24]=1)=[O:23])[CH3:32]. The yield is 0.530. (4) The reactants are [CH3:1][O:2][C:3](=[O:31])[CH:4]=[CH:5][C:6]1[NH:7][C:8](=[O:30])[C:9]2[C:10]3[N:19]([CH3:20])[C:18]([NH:21][C:22]4[C:27]([Cl:28])=[CH:26][CH:25]=[CH:24][C:23]=4[Cl:29])=[N:17][C:11]=3[CH:12]=[CH:13][C:14]=2[C:15]=1[CH3:16]. The catalyst is CCO.CC(O)=O.O=[Pt]=O. The product is [CH3:1][O:2][C:3](=[O:31])[CH2:4][CH2:5][C:6]1[NH:7][C:8](=[O:30])[C:9]2[C:10]3[N:19]([CH3:20])[C:18]([NH:21][C:22]4[C:27]([Cl:28])=[CH:26][CH:25]=[CH:24][C:23]=4[Cl:29])=[N:17][C:11]=3[CH:12]=[CH:13][C:14]=2[C:15]=1[CH3:16]. The yield is 0.300.